This data is from Forward reaction prediction with 1.9M reactions from USPTO patents (1976-2016). The task is: Predict the product of the given reaction. Given the reactants [CH3:1][S:2]([CH2:5][CH2:6][C:7]([NH:19][C:20]([O:22][CH3:23])=[O:21])([CH2:11][CH2:12][C:13]1[CH:18]=[CH:17][CH:16]=[CH:15][CH:14]=1)[C:8]([OH:10])=O)(=[O:4])=[O:3].[S:24]1[CH:28]=[CH:27][CH:26]=[C:25]1[C:29]([NH2:31])=[NH:30].[CH3:32][N:33](C(ON1N=NC2C=CC=CC1=2)=[N+](C)C)C.[B-](F)(F)(F)F.C1C=CC2N(O)N=NC=2C=1.CCN(C(C)C)C(C)C.[CH3:73][N:74]([CH:76]=[O:77])C, predict the reaction product. The product is: [CH3:23][O:22][C:20](=[O:21])[NH:19][C:7]([C:8](=[O:10])[NH:33][CH2:32][C:76](=[O:77])[NH:74][CH2:73][C:28]1[S:24][C:25]([C:29](=[NH:31])[NH2:30])=[CH:26][CH:27]=1)([CH2:6][CH2:5][S:2]([CH3:1])(=[O:3])=[O:4])[CH2:11][CH2:12][C:13]1[CH:18]=[CH:17][CH:16]=[CH:15][CH:14]=1.